From a dataset of Forward reaction prediction with 1.9M reactions from USPTO patents (1976-2016). Predict the product of the given reaction. (1) Given the reactants [NH2:1][C:2]1([CH2:7][N:8]2[CH2:13][CH2:12][CH:11]([CH2:14][NH:15][C:16](=[O:31])[C:17]3[CH:22]=[C:21]([C:23]([F:26])([F:25])[F:24])[CH:20]=[C:19]([C:27]([F:30])([F:29])[F:28])[CH:18]=3)[CH2:10][CH2:9]2)[CH2:6][CH2:5][CH2:4][CH2:3]1.CCN(C(C)C)C(C)C.Cl[C:42]([O:44][CH2:45][CH3:46])=[O:43], predict the reaction product. The product is: [F:30][C:27]([F:28])([F:29])[C:19]1[CH:18]=[C:17]([CH:22]=[C:21]([C:23]([F:24])([F:25])[F:26])[CH:20]=1)[C:16]([NH:15][CH2:14][CH:11]1[CH2:12][CH2:13][N:8]([CH2:7][C:2]2([NH:1][C:42](=[O:43])[O:44][CH2:45][CH3:46])[CH2:6][CH2:5][CH2:4][CH2:3]2)[CH2:9][CH2:10]1)=[O:31]. (2) Given the reactants [CH:1]([N:4]1[CH2:9][CH2:8][CH:7]([O:10][C:11]2[CH:19]=[CH:18][C:17]3[N:16]4[CH2:20][CH2:21][NH:22][C:23](=[O:24])[C:15]4=[CH:14][C:13]=3[CH:12]=2)[CH2:6][CH2:5]1)([CH3:3])[CH3:2].[H-].[Na+].[CH3:27][O:28][C:29]1[CH:36]=[CH:35][C:32]([CH2:33]Cl)=[CH:31][CH:30]=1, predict the reaction product. The product is: [CH:1]([N:4]1[CH2:9][CH2:8][CH:7]([O:10][C:11]2[CH:19]=[CH:18][C:17]3[N:16]4[CH2:20][CH2:21][N:22]([CH2:33][C:32]5[CH:35]=[CH:36][C:29]([O:28][CH3:27])=[CH:30][CH:31]=5)[C:23](=[O:24])[C:15]4=[CH:14][C:13]=3[CH:12]=2)[CH2:6][CH2:5]1)([CH3:3])[CH3:2].